This data is from Full USPTO retrosynthesis dataset with 1.9M reactions from patents (1976-2016). The task is: Predict the reactants needed to synthesize the given product. (1) The reactants are: [CH2:1]([O:4][CH2:5][CH2:6][O:7][C:8]1[CH:13]=[C:12]([Cl:14])[C:11]([CH2:15][C:16]2[CH:21]=[CH:20][C:19]([CH2:22][CH3:23])=[CH:18][CH:17]=2)=[CH:10][C:9]=1Br)[CH:2]=[CH2:3].[Li]CCCC.C[Si](C)(C)[O:32][C@@H:33]1[C@@H:38]([O:39][Si](C)(C)C)[C@H:37]([O:44][Si](C)(C)C)[C@@H:36]([CH2:49][O:50][Si](C)(C)C)[O:35][C:34]1=O.[SiH](CC)(CC)CC.B(F)(F)F.CCOCC. Given the product [CH2:1]([O:4][CH2:5][CH2:6][O:7][C:8]1[CH:13]=[C:12]([Cl:14])[C:11]([CH2:15][C:16]2[CH:21]=[CH:20][C:19]([CH2:22][CH3:23])=[CH:18][CH:17]=2)=[CH:10][C:9]=1[C@H:34]1[C@H:33]([OH:32])[C@@H:38]([OH:39])[C@H:37]([OH:44])[C@@H:36]([CH2:49][OH:50])[O:35]1)[CH:2]=[CH2:3], predict the reactants needed to synthesize it. (2) Given the product [CH:10]1([C:4]2[N:3]=[C:2]([CH2:23][C:24]3[CH:25]=[CH:26][C:27]([CH2:30][C:31]([OH:33])=[O:32])=[CH:28][CH:29]=3)[CH:7]=[C:6]([CH2:8][CH3:9])[N:5]=2)[CH2:11][CH2:12][CH2:13][CH2:14]1, predict the reactants needed to synthesize it. The reactants are: Cl[C:2]1[CH:7]=[C:6]([CH2:8][CH3:9])[N:5]=[C:4]([CH:10]2[CH2:14][CH2:13][CH2:12][CH2:11]2)[N:3]=1.CC1(C)C(C)(C)OB([CH2:23][C:24]2[CH:29]=[CH:28][C:27]([CH2:30][C:31]([O:33]C)=[O:32])=[CH:26][CH:25]=2)O1.C([O-])([O-])=O.[Na+].[Na+]. (3) Given the product [CH3:56][C:53]1[CH:52]=[CH:51][C:50]([CH2:49][C@@H:46]([NH2:45])[CH2:47][CH2:58][C:9]2[C:10]3[C:15]4[CH2:16][CH2:17][CH2:18][CH2:19][C:14]=4[S:13][C:11]=3[N:12]=[C:7]([C:4]3[CH:5]=[CH:6][N:1]=[CH:2][CH:3]=3)[N:8]=2)=[CH:55][CH:54]=1, predict the reactants needed to synthesize it. The reactants are: [N:1]1[CH:6]=[CH:5][C:4]([C:7]2[N:8]=[C:9](OS(C3C(C(C)C)=CC(C(C)C)=CC=3C(C)C)(=O)=O)[C:10]3[C:15]4[CH2:16][CH2:17][CH2:18][CH2:19][C:14]=4[S:13][C:11]=3[N:12]=2)=[CH:3][CH:2]=1.C(OC(=O)[NH:45][C@@H:46]([CH2:49][C:50]1[CH:55]=[CH:54][C:53]([CH3:56])=[CH:52][CH:51]=1)[CH2:47]N)(C)(C)C.[CH3:58]CN(CC)CC.